Dataset: Full USPTO retrosynthesis dataset with 1.9M reactions from patents (1976-2016). Task: Predict the reactants needed to synthesize the given product. (1) The reactants are: [S:1]([O-:6])(O[O-])(=O)=[O:2].[K+].[K+].[Cl:9][C:10]1[CH:15]=[CH:14][C:13]([CH2:16][C:17]([NH:19][C:20]2[CH:21]=[N:22][CH:23]=[C:24]([C:26]([C:28]3[C:36]4[CH:35]=[N:34][CH:33]=[N:32][C:31]=4[N:30]([CH2:37]SC)[CH:29]=3)=[O:27])[CH:25]=2)=[O:18])=[CH:12][CH:11]=1.S(S([O-])=O)([O-])(=O)=O.[Na+].[Na+].[CH3:49]O. Given the product [Cl:9][C:10]1[CH:15]=[CH:14][C:13]([CH2:16][C:17]([NH:19][C:20]2[CH:21]=[N:22][CH:23]=[C:24]([C:26]([C:28]3[C:36]4[CH:35]=[N:34][CH:33]=[N:32][C:31]=4[N:30]([CH2:37][S:1]([CH3:49])(=[O:6])=[O:2])[CH:29]=3)=[O:27])[CH:25]=2)=[O:18])=[CH:12][CH:11]=1, predict the reactants needed to synthesize it. (2) Given the product [CH3:1][Si:2]([CH3:13])([CH3:12])[C:3]#[C:4][C:5]1[CH:6]=[CH:7][C:8]([OH:21])=[CH:9][CH:10]=1, predict the reactants needed to synthesize it. The reactants are: [CH3:1][Si:2]([CH3:13])([CH3:12])[C:3]#[C:4][C:5]1[CH:6]=[C:7](O)[CH:8]=[CH:9][CH:10]=1.IC1C=CC([OH:21])=CC=1. (3) Given the product [Br:27][C:13]1[O:12][C:11]([CH:14]2[CH2:15][CH2:16][N:17]([C:20]([O:22][C:23]([CH3:26])([CH3:25])[CH3:24])=[O:21])[CH2:18][CH2:19]2)=[N:10][C:9]=1[C:6]1[CH:7]=[CH:8][C:3]([S:2][CH3:1])=[CH:4][CH:5]=1, predict the reactants needed to synthesize it. The reactants are: [CH3:1][S:2][C:3]1[CH:8]=[CH:7][C:6]([C:9]2[N:10]=[C:11]([CH:14]3[CH2:19][CH2:18][N:17]([C:20]([O:22][C:23]([CH3:26])([CH3:25])[CH3:24])=[O:21])[CH2:16][CH2:15]3)[O:12][CH:13]=2)=[CH:5][CH:4]=1.[Br:27]N1C(=O)CCC1=O.